Dataset: Catalyst prediction with 721,799 reactions and 888 catalyst types from USPTO. Task: Predict which catalyst facilitates the given reaction. (1) Reactant: [NH2:1][C:2]1[N:10]=[CH:9][N:8]=[C:7]2[C:3]=1[N:4]=[CH:5][N:6]2[CH:11]1[CH:15]([OH:16])[CH:14]([O:17][CH2:18][C:19]2[CH:24]=[CH:23][CH:22]=[CH:21][CH:20]=2)[C:13]([C:27]([C:40]2[CH:45]=[CH:44][CH:43]=[CH:42][CH:41]=2)([C:34]2[CH:39]=[CH:38][CH:37]=[CH:36][CH:35]=2)[O:28][SiH2:29][C:30]([CH3:33])([CH3:32])[CH3:31])([CH:25]=[CH2:26])[O:12]1.CN(C1C=CC=CN=1)C.[C:55]1([O:61][C:62](Cl)=[S:63])[CH:60]=[CH:59][CH:58]=[CH:57][CH:56]=1. Product: [C:55]1([O:61][C:62](=[S:63])[O:16][CH:15]2[CH:14]([O:17][CH2:18][C:19]3[CH:20]=[CH:21][CH:22]=[CH:23][CH:24]=3)[C:13]([C:27]([C:40]3[CH:45]=[CH:44][CH:43]=[CH:42][CH:41]=3)([C:34]3[CH:35]=[CH:36][CH:37]=[CH:38][CH:39]=3)[O:28][SiH2:29][C:30]([CH3:31])([CH3:32])[CH3:33])([CH:25]=[CH2:26])[O:12][CH:11]2[N:6]2[CH:5]=[N:4][C:3]3[C:7]2=[N:8][CH:9]=[N:10][C:2]=3[NH2:1])[CH:60]=[CH:59][CH:58]=[CH:57][CH:56]=1. The catalyst class is: 10. (2) Reactant: [CH3:1][O:2][C:3]1[N:8]=[C:7]2[C:9]([C:13]3[NH:37][C:16]4=[N:17][CH:18]=[CH:19][C:20]([CH2:21][NH:22][CH:23]5[CH2:28][CH2:27][CH:26]([NH:29]C(=O)OC(C)(C)C)[CH2:25][CH2:24]5)=[C:15]4[CH:14]=3)=[CH:10][N:11]([CH3:12])[C:6]2=[CH:5][C:4]=1[O:38][CH3:39].[ClH:40]. Product: [ClH:40].[CH3:1][O:2][C:3]1[N:8]=[C:7]2[C:9]([C:13]3[NH:37][C:16]4=[N:17][CH:18]=[CH:19][C:20]([CH2:21][NH:22][CH:23]5[CH2:28][CH2:27][CH:26]([NH2:29])[CH2:25][CH2:24]5)=[C:15]4[CH:14]=3)=[CH:10][N:11]([CH3:12])[C:6]2=[CH:5][C:4]=1[O:38][CH3:39]. The catalyst class is: 12. (3) Reactant: [CH3:1][N:2]1[CH2:11][CH2:10][C:9]2([C:12]3[CH:17]=[CH:16][CH:15]=[C:14]([O:18][CH3:19])[CH:13]=3)[C:4]([CH3:21])([CH2:5][CH2:6][CH:7]([NH2:20])[CH2:8]2)[CH2:3]1.[C:22]1(=O)[O:27][C:25](=[O:26])[C:24]2=[CH:28][CH:29]=[CH:30][CH:31]=[C:23]12. Product: [C:22]1(=[O:27])[NH:2][C:25](=[O:26])[C:24]2=[CH:28][CH:29]=[CH:30][CH:31]=[C:23]12.[CH3:1][N:2]1[CH2:11][CH2:10][C:9]2([C:12]3[CH:17]=[CH:16][CH:15]=[C:14]([O:18][CH3:19])[CH:13]=3)[C:4]([CH3:21])([CH2:5][CH2:6][CH:7]([NH2:20])[CH2:8]2)[CH2:3]1. The catalyst class is: 11. (4) Reactant: [CH2:1]([N:8]([C:30]1[CH:31]=[CH:32][C:33]([OH:39])=[C:34]([CH:38]=1)[C:35]([OH:37])=[O:36])[C:9](=[O:29])[CH2:10][N:11]([CH2:22][C:23]1[CH:28]=[CH:27][CH:26]=[CH:25][CH:24]=1)[S:12]([C:15]1[CH:20]=[CH:19][C:18]([CH3:21])=[CH:17][CH:16]=1)(=[O:14])=[O:13])[C:2]1[CH:7]=[CH:6][CH:5]=[CH:4][CH:3]=1.[C:40](#N)[CH3:41]. Product: [CH2:22]([N:11]([CH2:10][C:9]([N:8]([C:30]1[CH:31]=[CH:32][C:33]([OH:39])=[C:34]([CH:38]=1)[C:35]([OH:37])=[O:36])[CH2:1][C:2]1[CH:3]=[CH:4][C:5]([CH:41]2[CH2:40][CH2:17][CH2:16][CH2:15][CH2:20]2)=[CH:6][CH:7]=1)=[O:29])[S:12]([C:15]1[CH:16]=[CH:17][C:18]([C:21]2[CH:6]=[CH:7][CH:2]=[CH:3][CH:4]=2)=[CH:19][CH:20]=1)(=[O:14])=[O:13])[C:23]1[CH:28]=[CH:27][CH:26]=[CH:25][CH:24]=1. The catalyst class is: 6. (5) Reactant: [Br:1][C:2]1[CH:7]=[CH:6][C:5]([OH:8])=[C:4]([F:9])[CH:3]=1.C(=O)([O-])[O-].[K+].[K+].C(Br)C=C.[CH2:20]([O:23]CC=C)[CH:21]=[CH2:22].C(C1C=C(Br)C=C(F)C=1O)C=C.ClC1C=C(C=CC=1)C(OO)=O. Product: [F:9][C:4]1[C:5]2[O:8][CH:21]([CH2:20][OH:23])[CH2:22][C:6]=2[CH:7]=[C:2]([Br:1])[CH:3]=1. The catalyst class is: 728. (6) Reactant: [CH2:1]1[C:5]2=[CH:6][N:7]([C:15]([C:17]3[CH:22]=[CH:21][C:20]([C:23]4[CH2:28][CH2:27][CH2:26][C:25](=[O:29])[C:24]=4[CH3:30])=[C:19]([CH3:31])[CH:18]=3)=[O:16])[C:8]3[CH:14]=[CH:13][CH:12]=[CH:11][C:9]=3[CH2:10][N:4]2[CH:3]=[CH:2]1.B.O1CCCC1. Product: [CH:1]1[CH:2]=[CH:3][N:4]2[CH2:10][C:9]3[CH:11]=[CH:12][CH:13]=[CH:14][C:8]=3[N:7]([C:15]([C:17]3[CH:22]=[CH:21][C:20]([C:23]4[CH2:28][CH2:27][CH2:26][C@@H:25]([OH:29])[C:24]=4[CH3:30])=[C:19]([CH3:31])[CH:18]=3)=[O:16])[CH2:6][C:5]=12. The catalyst class is: 30. (7) Reactant: [F:1][C:2]([F:31])([F:30])[C:3]1[CH:4]=[C:5]([NH:9][C:10]([C:12]2[CH:13]=[C:14]3[C:19](=[CH:20][CH:21]=2)[C:18]([O:22]C)=[N:17][N:16]=[C:15]3[C:24]2[CH:29]=[CH:28][CH:27]=[CH:26][N:25]=2)=[O:11])[CH:6]=[CH:7][CH:8]=1.Br. Product: [F:30][C:2]([F:1])([F:31])[C:3]1[CH:4]=[C:5]([NH:9][C:10]([C:12]2[CH:13]=[C:14]3[C:19](=[CH:20][CH:21]=2)[C:18]([OH:22])=[N:17][N:16]=[C:15]3[C:24]2[CH:29]=[CH:28][CH:27]=[CH:26][N:25]=2)=[O:11])[CH:6]=[CH:7][CH:8]=1. The catalyst class is: 12. (8) Reactant: [Cl:1][C:2]1[CH:10]=[C:9]2[C:5]([C:6]([CH:13]3[CH2:17][CH2:16][CH2:15][CH2:14]3)(O)[C:7](=[O:11])[NH:8]2)=[CH:4][CH:3]=1.C([SiH](CC)CC)C.FC(F)(F)C(O)=O.C(=O)([O-])[O-].[K+].[K+]. Product: [Cl:1][C:2]1[CH:10]=[C:9]2[C:5]([CH:6]([CH:13]3[CH2:17][CH2:16][CH2:15][CH2:14]3)[C:7](=[O:11])[NH:8]2)=[CH:4][CH:3]=1. The catalyst class is: 13. (9) Reactant: I[C:2]1[CH:3]=[CH:4][C:5]2[N:6]([CH:8]=[C:9]([NH:11][C:12](=[O:16])[CH:13]([CH3:15])[CH3:14])[N:10]=2)[N:7]=1.C(=O)([O-])[O-].[K+].[K+].[NH2:23][C:24]1[CH:25]=[C:26]([OH:30])[CH:27]=[CH:28][CH:29]=1. Product: [NH2:23][C:24]1[CH:25]=[C:26]([CH:27]=[CH:28][CH:29]=1)[O:30][C:2]1[CH:3]=[CH:4][C:5]2[N:6]([CH:8]=[C:9]([NH:11][C:12](=[O:16])[CH:13]([CH3:15])[CH3:14])[N:10]=2)[N:7]=1. The catalyst class is: 9.